From a dataset of Reaction yield outcomes from USPTO patents with 853,638 reactions. Predict the reaction yield, written as a fraction of the theoretical maximum amount of product (1.0 means a 100% yield; for example, 0.34 means a 34% yield). (1) The reactants are [O:1]=[C:2]([CH2:9][CH2:10][C:11]1[CH:16]=[CH:15][CH:14]=[CH:13][CH:12]=1)[CH2:3][C:4]([O:6][CH2:7][CH3:8])=[O:5].I[CH:18]([CH3:20])[CH3:19].C([O-])([O-])=O.[K+].[K+]. The catalyst is CN(C=O)C. The product is [CH:18]([CH:3]([C:2](=[O:1])[CH2:9][CH2:10][C:11]1[CH:12]=[CH:13][CH:14]=[CH:15][CH:16]=1)[C:4]([O:6][CH2:7][CH3:8])=[O:5])([CH3:20])[CH3:19]. The yield is 0.110. (2) The reactants are [CH3:1][C:2]([CH3:29])([CH2:7][CH2:8][C:9]1[S:10][C:11]([C:14]2[CH:19]=[CH:18][C:17]([NH:20][C:21](N3CCCCC3)=[O:22])=[CH:16][CH:15]=2)=[CH:12][N:13]=1)[C:3]([O:5][CH3:6])=[O:4].[O:30]1[CH2:35][CH2:34][O:33][C:32]2[CH:36]=[C:37]([NH2:40])[CH:38]=[CH:39][C:31]1=2. No catalyst specified. The product is [O:30]1[CH2:35][CH2:34][O:33][C:32]2[CH:36]=[C:37]([NH:40][C:21](=[O:22])[NH:20][C:17]3[CH:16]=[CH:15][C:14]([C:11]4[S:10][C:9]([CH2:8][CH2:7][C:2]([CH3:1])([CH3:29])[C:3]([O:5][CH3:6])=[O:4])=[N:13][CH:12]=4)=[CH:19][CH:18]=3)[CH:38]=[CH:39][C:31]1=2. The yield is 0.140. (3) The reactants are [CH2:1]([N:6]1[C:10]([C:11](O)=[O:12])=[N:9][C:8]([C:14]2[CH:19]=[CH:18][C:17]([S:20][C:21]([CH2:33]C)([CH2:31]C)[C:22](=[O:30])CC(CC)(CC)C)=[CH:16][CH:15]=2)=[N:7]1)[CH2:2][CH2:3][CH2:4][CH3:5].C(Cl)(=O)C(Cl)=[O:37].[CH3:41][C:42]1[CH:48]=[C:47]([CH3:49])[CH:46]=[CH:45][C:43]=1[NH2:44].C(N(CC)CC)C.CN(C1C=CC=CN=1)C.FC(F)(F)C(O)=O. The catalyst is ClCCl.CN(C)C=O. The product is [CH3:41][C:42]1[CH:48]=[C:47]([CH3:49])[CH:46]=[CH:45][C:43]=1[NH:44][C:11]([C:10]1[N:6]([CH2:1][CH2:2][CH2:3][CH2:4][CH3:5])[N:7]=[C:8]([C:14]2[CH:15]=[CH:16][C:17]([S:20][C:21]([CH3:31])([CH3:33])[C:22]([OH:30])=[O:37])=[CH:18][CH:19]=2)[N:9]=1)=[O:12]. The yield is 0.110. (4) The reactants are Cl[C:2]1[CH:11]=[N:10][C:9]2[C:8]([C:12]([O:14][CH3:15])=[O:13])=[C:7]([O:16][CH3:17])[CH:6]=[CH:5][C:4]=2[N:3]=1.[CH3:18]B1OB(C)OB(C)O1.C(=O)([O-])[O-].[K+].[K+]. The catalyst is O1CCOCC1.O.[Cl-].[Na+].O.C1C=CC([P]([Pd]([P](C2C=CC=CC=2)(C2C=CC=CC=2)C2C=CC=CC=2)([P](C2C=CC=CC=2)(C2C=CC=CC=2)C2C=CC=CC=2)[P](C2C=CC=CC=2)(C2C=CC=CC=2)C2C=CC=CC=2)(C2C=CC=CC=2)C2C=CC=CC=2)=CC=1. The product is [CH3:18][C:2]1[CH:11]=[N:10][C:9]2[C:8]([C:12]([O:14][CH3:15])=[O:13])=[C:7]([O:16][CH3:17])[CH:6]=[CH:5][C:4]=2[N:3]=1. The yield is 0.940. (5) The product is [Si:1]([O:8][C@H:9]([C:33]1[CH:34]=[N:35][C:36]([NH:49][C:40]([C:43]2[CH:48]=[CH:47][CH:46]=[CH:45][CH:44]=2)([CH3:42])[CH3:41])=[CH:37][CH:38]=1)[C@H:10]1[CH2:14][CH2:13][C@@H:12]([CH2:15][C:16]2[CH:21]=[CH:20][C:19]([C:22]([O:24][CH3:25])=[O:23])=[CH:18][CH:17]=2)[N:11]1[C:26]([O:28][C:29]([CH3:32])([CH3:31])[CH3:30])=[O:27])([C:4]([CH3:7])([CH3:6])[CH3:5])([CH3:3])[CH3:2]. The reactants are [Si:1]([O:8][C@H:9]([C:33]1[CH:34]=[N+:35]([O-])[CH:36]=[CH:37][CH:38]=1)[C@H:10]1[CH2:14][CH2:13][C@@H:12]([CH2:15][C:16]2[CH:21]=[CH:20][C:19]([C:22]([O:24][CH3:25])=[O:23])=[CH:18][CH:17]=2)[N:11]1[C:26]([O:28][C:29]([CH3:32])([CH3:31])[CH3:30])=[O:27])([C:4]([CH3:7])([CH3:6])[CH3:5])([CH3:3])[CH3:2].[C:40]([NH2:49])([C:43]1[CH:48]=[CH:47][CH:46]=[CH:45][CH:44]=1)([CH3:42])[CH3:41].C1(C)C=CC(S(OS(C2C=CC(C)=CC=2)(=O)=O)(=O)=O)=CC=1. The yield is 0.620. The catalyst is FC(F)(F)C1C=CC=CC=1.CCOC(C)=O. (6) The reactants are Br[C:2]1[CH:7]=[C:6]([CH2:8][CH3:9])[CH:5]=[CH:4][C:3]=1[OH:10].[S:11]1[CH:15]=[CH:14][C:13](B(O)O)=[CH:12]1.C(=O)([O-])[O-].[Na+].[Na+]. The catalyst is C(COC)OC.O. The product is [CH2:8]([C:6]1[CH:5]=[CH:4][C:3]([OH:10])=[C:2]([C:13]2[CH:14]=[CH:15][S:11][CH:12]=2)[CH:7]=1)[CH3:9]. The yield is 0.430. (7) The reactants are [C:1](N1C=CN=C1)(N1C=CN=C1)=[O:2].[NH2:13][C:14]1[CH:15]=[C:16]([CH:20]=[CH:21][C:22]=1[NH:23][CH2:24][CH2:25][C:26]([NH:29][C:30]([O:32][C:33]([CH3:36])([CH3:35])[CH3:34])=[O:31])([CH3:28])[CH3:27])[C:17]([OH:19])=[O:18].[CH3:37]O. The catalyst is O1CCCC1. The product is [C:33]([O:32][C:30]([NH:29][C:26]([CH3:28])([CH3:27])[CH2:25][CH2:24][N:23]1[C:22]2[CH:21]=[CH:20][C:16]([C:17]([O:19][CH3:37])=[O:18])=[CH:15][C:14]=2[NH:13][C:1]1=[O:2])=[O:31])([CH3:36])([CH3:35])[CH3:34]. The yield is 0.150.